This data is from Reaction yield outcomes from USPTO patents with 853,638 reactions. The task is: Predict the reaction yield, written as a fraction of the theoretical maximum amount of product (1.0 means a 100% yield; for example, 0.34 means a 34% yield). (1) The reactants are [Cl:1][C:2]1[N:7]=[C:6]([N:8]2[CH2:13][C@@H:12]3[CH2:14][C@H:9]2[CH2:10][N:11]3[CH3:15])[C:5]([F:16])=[C:4]([NH:17][NH2:18])[N:3]=1.[CH:19]1([CH2:24][C@H:25]([CH2:29][N:30]([CH:39]=[O:40])[O:31][CH2:32][C:33]2[CH:38]=[CH:37][CH:36]=[CH:35][CH:34]=2)[C:26](O)=[O:27])[CH2:23][CH2:22][CH2:21][CH2:20]1.C1C=NC2N(O)N=NC=2C=1.CN1CCOCC1.C(Cl)CCl. The catalyst is CN(C=O)C. The product is [Cl:1][C:2]1[N:3]=[C:4]([NH:17][NH:18][C:26](=[O:27])[C@H:25]([CH2:24][CH:19]2[CH2:20][CH2:21][CH2:22][CH2:23]2)[CH2:29][N:30]([O:31][CH2:32][C:33]2[CH:34]=[CH:35][CH:36]=[CH:37][CH:38]=2)[CH:39]=[O:40])[C:5]([F:16])=[C:6]([N:8]2[CH2:13][C@@H:12]3[CH2:14][C@H:9]2[CH2:10][N:11]3[CH3:15])[N:7]=1. The yield is 0.550. (2) The reactants are [Br:1][C:2]1[CH:3]=[CH:4][C:5]2[N:6]([C:16]([O:18][C:19]([CH3:22])([CH3:21])[CH3:20])=[O:17])[C:7]3[C:12]([C:13]=2[CH:14]=1)=[CH:11][C:10]([CH3:15])=[CH:9][CH:8]=3.[Br:23]N1C(=O)CCC1=O. The catalyst is C(Cl)(Cl)(Cl)Cl. The product is [Br:1][C:2]1[CH:3]=[CH:4][C:5]2[N:6]([C:16]([O:18][C:19]([CH3:22])([CH3:21])[CH3:20])=[O:17])[C:7]3[C:12]([C:13]=2[CH:14]=1)=[CH:11][C:10]([CH2:15][Br:23])=[CH:9][CH:8]=3. The yield is 0.690. (3) The reactants are [Br:1][C:2]1[C:6]2[CH:7]=[C:8]([O:11][CH3:12])[CH:9]=[CH:10][C:5]=2[O:4][C:3]=1[CH:13]([NH:20][C:21]1[CH:29]=[CH:28][C:24](C(O)=O)=[CH:23][CH:22]=1)[CH:14]1[CH2:19][CH2:18][CH2:17][CH2:16][CH2:15]1.CNC[CH2:33][C:34]([O:36][CH2:37][CH3:38])=[O:35].O.ON1C2C=CC=CC=2N=N1.Cl.C(N=C=NCCCN(C)C)C.Cl.[CH3:63][N:64]([CH3:67])[CH:65]=[O:66]. The catalyst is C(N(CC)CC)C. The product is [Br:1][C:2]1[C:6]2[CH:7]=[C:8]([O:11][CH3:12])[CH:9]=[CH:10][C:5]=2[O:4][C:3]=1[CH:13]([NH:20][C:21]1[CH:22]=[CH:23][C:24]([C:65]([N:64]([CH3:67])[CH2:63][CH2:33][C:34]([O:36][CH2:37][CH3:38])=[O:35])=[O:66])=[CH:28][CH:29]=1)[CH:14]1[CH2:19][CH2:18][CH2:17][CH2:16][CH2:15]1. The yield is 0.790.